Dataset: Forward reaction prediction with 1.9M reactions from USPTO patents (1976-2016). Task: Predict the product of the given reaction. (1) Given the reactants [CH3:1][S:2](Cl)(=[O:4])=[O:3].FC(F)(F)C(O)=O.[NH2:13][CH2:14][CH2:15][N:16]1[C:25]2[C:20](=[CH:21][CH:22]=[CH:23][CH:24]=2)[CH2:19][CH:18]([NH:26][C:27]([C:29]2[NH:38][C:32]3=[CH:33][N:34]=[C:35]([Cl:37])[CH:36]=[C:31]3[CH:30]=2)=[O:28])[C:17]1=[O:39].C(N(CC)CC)C, predict the reaction product. The product is: [CH3:1][S:2]([NH:13][CH2:14][CH2:15][N:16]1[C:25]2[C:20](=[CH:21][CH:22]=[CH:23][CH:24]=2)[CH2:19][CH:18]([NH:26][C:27]([C:29]2[NH:38][C:32]3=[CH:33][N:34]=[C:35]([Cl:37])[CH:36]=[C:31]3[CH:30]=2)=[O:28])[C:17]1=[O:39])(=[O:4])=[O:3]. (2) Given the reactants Br[C:2]1[C:3]([C:31]#[N:32])=[CH:4][CH:5]=[C:6]2[C:14]=1[NH:13][C:12]1[C:11]([CH3:16])([CH3:15])[C:10]3[CH:17]=[C:18]([O:21][CH2:22][C@H:23]4[CH2:27][O:26][C:25]([CH3:29])([CH3:28])[O:24]4)[CH:19]=[CH:20][C:9]=3[C:8](=[O:30])[C:7]2=1.[NH:33]1[CH:37]=CN=C1.[OH2:38], predict the reaction product. The product is: [C:31]([C:3]1[C:2]([C:37]([NH2:33])=[O:38])=[C:14]2[C:6]([C:7]3[C:8](=[O:30])[C:9]4[CH:20]=[CH:19][C:18]([O:21][CH2:22][C@H:23]5[CH2:27][O:26][C:25]([CH3:28])([CH3:29])[O:24]5)=[CH:17][C:10]=4[C:11]([CH3:16])([CH3:15])[C:12]=3[NH:13]2)=[CH:5][CH:4]=1)#[N:32]. (3) Given the reactants [C:1]1([C@H:7]([CH3:11])[C:8](O)=[O:9])[CH:6]=[CH:5][CH:4]=[CH:3][CH:2]=1.C(Cl)(=O)C([Cl:15])=O, predict the reaction product. The product is: [C:1]1([C@H:7]([CH3:11])[C:8]([Cl:15])=[O:9])[CH:6]=[CH:5][CH:4]=[CH:3][CH:2]=1. (4) Given the reactants [CH:1]1[C:6]([N:7]=[C:8]=[S:9])=[CH:5][C:4]2[C:10]([O:12][C:13]3([C:23]4[CH:24]=[CH:25][C:26]([OH:28])=[CH:27][C:22]=4[O:21][C:15]4[CH:16]=[C:17]([OH:20])[CH:18]=[CH:19][C:14]3=4)[C:3]=2[CH:2]=1)=[O:11].[SiH4:29].CCNC1C=C2OC3C(C=C(C)/C(/C=3)=N/CC)=C(C3C=CC=CC=3C([O:60][CH2:61][CH3:62])=O)C2=CC=1C.CCN(C1C=CC2C(C3C=CC=CC=3[C:93]([CH3:95])=[O:94])=C3C(=CC(C=C3)=[N+](CC)CC)OC=2C=1)CC.N.[CH2:97]([OH:99])[CH3:98], predict the reaction product. The product is: [CH:1]1[C:6]([N:7]=[C:8]=[S:9])=[CH:5][C:4]2[C:10]([O:12][C:13]3([C:14]4[CH:19]=[CH:18][C:17]([OH:20])=[CH:16][C:15]=4[O:21][C:22]4[CH:27]=[C:26]([OH:28])[CH:25]=[CH:24][C:23]3=4)[C:3]=2[CH:2]=1)=[O:11].[CH2:97]([O:99][Si:29]([O:28][CH2:26][CH3:27])([O:60][CH2:61][CH3:62])[O:94][CH2:93][CH3:95])[CH3:98]. (5) Given the reactants [CH2:1]([O:3][C:4](=[O:17])[C:5](=O)[CH2:6][C:7]([C:9]1[CH:14]=[CH:13][CH:12]=[C:11]([Cl:15])[CH:10]=1)=[O:8])C.Cl.[NH2:19]O, predict the reaction product. The product is: [CH3:1][O:3][C:4]([C:5]1[CH:6]=[C:7]([C:9]2[CH:14]=[CH:13][CH:12]=[C:11]([Cl:15])[CH:10]=2)[O:8][N:19]=1)=[O:17].